From a dataset of Reaction yield outcomes from USPTO patents with 853,638 reactions. Predict the reaction yield, written as a fraction of the theoretical maximum amount of product (1.0 means a 100% yield; for example, 0.34 means a 34% yield). (1) The reactants are C([O:5][C:6](=[O:37])[CH2:7][O:8][C:9]1[CH:14]=[C:13]([CH3:15])[C:12]([O:16][C:17]2[CH:18]=[C:19]3[C:23](=[CH:24][CH:25]=2)[N:22]([Si](C(C)(C)C)(C)C)[CH:21]=[C:20]3[CH:33]([CH3:35])[CH3:34])=[C:11]([CH3:36])[CH:10]=1)(C)(C)C.[OH-].[Na+]. The catalyst is C(O)C. The product is [CH:33]([C:20]1[C:19]2[C:23](=[CH:24][CH:25]=[C:17]([O:16][C:12]3[C:11]([CH3:36])=[CH:10][C:9]([O:8][CH2:7][C:6]([OH:37])=[O:5])=[CH:14][C:13]=3[CH3:15])[CH:18]=2)[NH:22][CH:21]=1)([CH3:35])[CH3:34]. The yield is 0.873. (2) The reactants are [Cl:1][C:2]1[C:3](Cl)=[N:4][CH:5]=[C:6]([CH:10]=1)[C:7]([OH:9])=[O:8].[F:12][CH:13]([F:16])[CH2:14][OH:15]. No catalyst specified. The product is [Cl:1][C:2]1[C:3]([O:15][CH2:14][CH:13]([F:16])[F:12])=[N:4][CH:5]=[C:6]([CH:10]=1)[C:7]([OH:9])=[O:8]. The yield is 0.830. (3) No catalyst specified. The product is [O:1]1[CH:5]([CH2:6][NH:7][C:26](=[O:27])[O:28][CH2:29][C:30]2[CH:35]=[CH:34][CH:33]=[CH:32][CH:31]=2)[CH2:4][C:3]2[CH:8]=[CH:9][C:10]3[C:15]([C:2]1=2)=[CH:14][CH:13]=[CH:12][CH:11]=3. The reactants are [O:1]1[CH:5]([CH2:6][NH2:7])[CH2:4][C:3]2[CH:8]=[CH:9][C:10]3[C:15]([C:2]1=2)=[CH:14][CH:13]=[CH:12][CH:11]=3.C(N(C(C)C)CC)(C)C.Cl[C:26]([O:28][CH2:29][C:30]1[CH:35]=[CH:34][CH:33]=[CH:32][CH:31]=1)=[O:27].O1C(CNC(=O)OCC2C=CC=CC=2)CC2C=CC3CCCC=3C1=2. The yield is 0.900. (4) The reactants are [F:1][C:2]1[C:3]([NH:12][C:13]2[CH:18]=[CH:17][C:16]([I:19])=[CH:15][C:14]=2[F:20])=[C:4]([CH:8]=[CH:9][C:10]=1[F:11])[C:5]([OH:7])=O.Cl.CN(C)CCCN=C=NCC.[O:33]1[CH2:37][CH2:36][O:35][CH:34]1[CH2:38][CH:39]([C:41]1([OH:45])[CH2:44][NH:43][CH2:42]1)[OH:40].C(OCC)(=O)C. The catalyst is CN(C)C1C=CN=CC=1.CN(C=O)C. The product is [F:1][C:2]1[C:3]([NH:12][C:13]2[CH:18]=[CH:17][C:16]([I:19])=[CH:15][C:14]=2[F:20])=[C:4]([C:5]([N:43]2[CH2:42][C:41]([CH:39]([OH:40])[CH2:38][CH:34]3[O:33][CH2:37][CH2:36][O:35]3)([OH:45])[CH2:44]2)=[O:7])[CH:8]=[CH:9][C:10]=1[F:11]. The yield is 0.360. (5) The reactants are Br[CH2:2][CH2:3][O:4][C:5]1[CH:10]=[CH:9][C:8]([C:11]2[N:12]([CH2:24][CH3:25])[C:13]3[C:18]([C:19]=2[C:20]#[N:21])=[CH:17][CH:16]=[C:15]([O:22][CH3:23])[CH:14]=3)=[CH:7][CH:6]=1.[N-:26]=[N+:27]=[N-:28].[Na+]. The catalyst is CO. The product is [N:26]([CH2:2][CH2:3][O:4][C:5]1[CH:10]=[CH:9][C:8]([C:11]2[N:12]([CH2:24][CH3:25])[C:13]3[C:18]([C:19]=2[C:20]#[N:21])=[CH:17][CH:16]=[C:15]([O:22][CH3:23])[CH:14]=3)=[CH:7][CH:6]=1)=[N+:27]=[N-:28]. The yield is 0.800. (6) The reactants are [Li]CCCC.Br[C:7]1[C:15]2[C:14]([Cl:16])=[N:13][CH:12]=[N:11][C:10]=2[N:9]([CH:17]2[CH2:21][CH2:20][CH2:19][CH2:18]2)[CH:8]=1.[N+:22]([C:25]1[CH:26]=[C:27]([CH:31]=[CH:32][CH:33]=1)[C:28](Cl)=[O:29])([O-:24])=[O:23]. The catalyst is C1COCC1. The product is [Cl:16][C:14]1[C:15]2[C:7]([C:28]([C:27]3[CH:31]=[CH:32][CH:33]=[C:25]([N+:22]([O-:24])=[O:23])[CH:26]=3)=[O:29])=[CH:8][N:9]([CH:17]3[CH2:21][CH2:20][CH2:19][CH2:18]3)[C:10]=2[N:11]=[CH:12][N:13]=1. The yield is 0.650. (7) The reactants are [N+:1]([O-:4])(O)=[O:2].C([O:13][C@H:14]1[CH2:17][C@H:16]([C:18]2[CH:23]=[CH:22][CH:21]=[CH:20][CH:19]=2)[CH2:15]1)(=O)C1C=CC=CC=1.S(=O)(=O)(O)O. The catalyst is C(OC(=O)C)(=O)C. The product is [N+:1]([C:21]1[CH:22]=[CH:23][C:18]([C@H:16]2[CH2:15][C@H:14]([OH:13])[CH2:17]2)=[CH:19][CH:20]=1)([O-:4])=[O:2]. The yield is 0.560. (8) The reactants are [CH2:1]([NH:6][C:7]1[N:8]=[CH:9][NH:10][C:11]=1[C:12]#[N:13])[CH2:2][CH2:3][CH2:4][CH3:5].[C:14]([NH:17][NH2:18])(=O)[CH3:15].C(=O)([O-])[O-].[K+].[K+]. The catalyst is C(O)CCC.O. The product is [CH3:15][C:14]1[N:13]=[C:12]([C:11]2[NH:10][CH:9]=[N:8][C:7]=2[NH:6][CH2:1][CH2:2][CH2:3][CH2:4][CH3:5])[NH:18][N:17]=1. The yield is 0.100.